Task: Predict the product of the given reaction.. Dataset: Forward reaction prediction with 1.9M reactions from USPTO patents (1976-2016) (1) Given the reactants [N:1]1[N:2]=[C:3]([NH2:7])[NH:4][C:5]=1[NH2:6].Cl[C:9]1[C:18]2=[N:19][N:20](CC3C=CC(OC)=CC=3)[CH:21]=[C:17]2[C:16]2[CH:15]=[C:14]([O:31][CH3:32])[CH:13]=[CH:12][C:11]=2[N:10]=1, predict the reaction product. The product is: [CH3:32][O:31][C:14]1[CH:13]=[CH:12][C:11]2[N:10]=[C:9]([NH:6][C:5]3[NH:4][C:3]([NH2:7])=[N:2][N:1]=3)[C:18]3[NH:19][N:20]=[CH:21][C:17]=3[C:16]=2[CH:15]=1. (2) Given the reactants [Cl:1][C:2]1[CH:7]=[CH:6][CH:5]=[C:4]([Cl:8])[C:3]=1[C:9]1[C:13]([CH2:14][O:15][C:16]2[CH:21]=[CH:20][C:19]([C:22]3[NH:26][C:25]4[CH:27]=[CH:28][CH:29]=[C:30]([C:31]([O:33]C)=[O:32])[C:24]=4[N:23]=3)=[CH:18][CH:17]=2)=[C:12]([CH:35]([CH3:37])[CH3:36])[O:11][N:10]=1.[OH-].[Li+].O1CCOCC1, predict the reaction product. The product is: [Cl:8][C:4]1[CH:5]=[CH:6][CH:7]=[C:2]([Cl:1])[C:3]=1[C:9]1[C:13]([CH2:14][O:15][C:16]2[CH:17]=[CH:18][C:19]([C:22]3[NH:26][C:25]4[CH:27]=[CH:28][CH:29]=[C:30]([C:31]([OH:33])=[O:32])[C:24]=4[N:23]=3)=[CH:20][CH:21]=2)=[C:12]([CH:35]([CH3:37])[CH3:36])[O:11][N:10]=1. (3) The product is: [CH3:1][O:2][C:3](=[O:16])[C:4]1[CH:9]=[C:8]([C:18]#[C:17][Si:19]([CH3:22])([CH3:21])[CH3:20])[C:7]([NH:11][C:12](=[O:14])[CH3:13])=[CH:6][C:5]=1[Cl:15]. Given the reactants [CH3:1][O:2][C:3](=[O:16])[C:4]1[CH:9]=[C:8](I)[C:7]([NH:11][C:12](=[O:14])[CH3:13])=[CH:6][C:5]=1[Cl:15].[C:17]([Si:19]([CH3:22])([CH3:21])[CH3:20])#[CH:18], predict the reaction product. (4) Given the reactants [C:1]([C:5]1[N:6]=[C:7]([N:16]2[CH2:20][CH2:19][C:18]([F:22])([F:21])[CH2:17]2)[C:8]2[N:13]=[N:12][N:11]([CH2:14][CH3:15])[C:9]=2[N:10]=1)([CH3:4])([CH3:3])[CH3:2].C(C1N=C(N2CCC(F)(F)C2)C2N=NNC=2N=1)(C)(C)C.BrCC1[CH:50]=[C:49]([F:51])[C:48]([F:52])=[CH:47][C:46]=1[Cl:53], predict the reaction product. The product is: [C:1]([C:5]1[N:6]=[C:7]([N:16]2[CH2:20][CH2:19][C:18]([F:21])([F:22])[CH2:17]2)[C:8]2[N:13]=[N:12][N:11]([CH2:14][C:15]3[CH:50]=[C:49]([F:51])[C:48]([F:52])=[CH:47][C:46]=3[Cl:53])[C:9]=2[N:10]=1)([CH3:2])([CH3:3])[CH3:4].